This data is from NCI-60 drug combinations with 297,098 pairs across 59 cell lines. The task is: Regression. Given two drug SMILES strings and cell line genomic features, predict the synergy score measuring deviation from expected non-interaction effect. (1) Drug 1: CN1C(=O)N2C=NC(=C2N=N1)C(=O)N. Drug 2: CCCCC(=O)OCC(=O)C1(CC(C2=C(C1)C(=C3C(=C2O)C(=O)C4=C(C3=O)C=CC=C4OC)O)OC5CC(C(C(O5)C)O)NC(=O)C(F)(F)F)O. Cell line: A549. Synergy scores: CSS=43.1, Synergy_ZIP=-3.39, Synergy_Bliss=-6.73, Synergy_Loewe=-27.8, Synergy_HSA=-6.88. (2) Drug 1: C1=C(C(=O)NC(=O)N1)N(CCCl)CCCl. Drug 2: C1=CC(=CC=C1CCCC(=O)O)N(CCCl)CCCl. Cell line: IGROV1. Synergy scores: CSS=43.9, Synergy_ZIP=4.03, Synergy_Bliss=4.35, Synergy_Loewe=9.65, Synergy_HSA=11.2. (3) Cell line: SK-MEL-5. Synergy scores: CSS=32.4, Synergy_ZIP=1.13, Synergy_Bliss=-3.35, Synergy_Loewe=-25.4, Synergy_HSA=-8.12. Drug 2: C1C(C(OC1N2C=C(C(=O)NC2=O)F)CO)O. Drug 1: CNC(=O)C1=CC=CC=C1SC2=CC3=C(C=C2)C(=NN3)C=CC4=CC=CC=N4. (4) Drug 1: CC1=C(C=C(C=C1)C(=O)NC2=CC(=CC(=C2)C(F)(F)F)N3C=C(N=C3)C)NC4=NC=CC(=N4)C5=CN=CC=C5. Drug 2: CC12CCC3C(C1CCC2OP(=O)(O)O)CCC4=C3C=CC(=C4)OC(=O)N(CCCl)CCCl.[Na+]. Cell line: U251. Synergy scores: CSS=2.09, Synergy_ZIP=-0.382, Synergy_Bliss=-2.92, Synergy_Loewe=-7.92, Synergy_HSA=-7.90. (5) Drug 1: C#CCC(CC1=CN=C2C(=N1)C(=NC(=N2)N)N)C3=CC=C(C=C3)C(=O)NC(CCC(=O)O)C(=O)O. Drug 2: C1CN(CCN1C(=O)CCBr)C(=O)CCBr. Cell line: SK-MEL-2. Synergy scores: CSS=27.9, Synergy_ZIP=-8.91, Synergy_Bliss=-8.85, Synergy_Loewe=-4.95, Synergy_HSA=-3.76. (6) Drug 1: CS(=O)(=O)C1=CC(=C(C=C1)C(=O)NC2=CC(=C(C=C2)Cl)C3=CC=CC=N3)Cl. Drug 2: CC12CCC3C(C1CCC2=O)CC(=C)C4=CC(=O)C=CC34C. Cell line: SK-MEL-5. Synergy scores: CSS=19.4, Synergy_ZIP=1.74, Synergy_Bliss=0.727, Synergy_Loewe=-33.0, Synergy_HSA=-1.78. (7) Drug 1: CC(CN1CC(=O)NC(=O)C1)N2CC(=O)NC(=O)C2. Drug 2: CN(CCCl)CCCl.Cl. Cell line: TK-10. Synergy scores: CSS=11.5, Synergy_ZIP=-5.32, Synergy_Bliss=-1.72, Synergy_Loewe=-5.63, Synergy_HSA=-0.667.